This data is from Forward reaction prediction with 1.9M reactions from USPTO patents (1976-2016). The task is: Predict the product of the given reaction. (1) Given the reactants [CH:1]1([Mg]Br)[CH2:3][CH2:2]1.CON(C)[C:9]([C:11]1[C:16]([NH2:17])=[N:15][CH:14]=[C:13]([C:18]2[CH:23]=[C:22]([S:24]([N:27]3[CH2:32][CH2:31][O:30][CH2:29][CH2:28]3)(=[O:26])=[O:25])[CH:21]=[CH:20][C:19]=2[CH3:33])[N:12]=1)=[O:10].Cl, predict the reaction product. The product is: [NH2:17][C:16]1[C:11]([C:9]([CH:1]2[CH2:3][CH2:2]2)=[O:10])=[N:12][C:13]([C:18]2[CH:23]=[C:22]([S:24]([N:27]3[CH2:32][CH2:31][O:30][CH2:29][CH2:28]3)(=[O:26])=[O:25])[CH:21]=[CH:20][C:19]=2[CH3:33])=[CH:14][N:15]=1. (2) Given the reactants [N:1]1([CH2:10][C:11]2[O:15][N:14]=[C:13]([CH3:16])[CH:12]=2)[C:9]2[C:4](=[CH:5][CH:6]=[CH:7][CH:8]=2)[CH:3]=[CH:2]1.[C:17](Cl)(=[O:21])[C:18](Cl)=[O:19].[CH3:23][C:24]1[CH:28]=[C:27]([NH2:29])[S:26][N:25]=1.[OH-].[Na+], predict the reaction product. The product is: [CH3:23][C:24]1[CH:28]=[C:27]([NH:29][C:17](=[O:21])[C:18]([C:3]2[C:4]3[C:9](=[CH:8][CH:7]=[CH:6][CH:5]=3)[N:1]([CH2:10][C:11]3[O:15][N:14]=[C:13]([CH3:16])[CH:12]=3)[CH:2]=2)=[O:19])[S:26][N:25]=1. (3) Given the reactants Br[CH2:2][C:3]1[CH:8]=[CH:7][C:6]([C:9]#[CH:10])=[CH:5][CH:4]=1.Cl.[CH:12]1([C@@H:16]([NH2:18])[CH3:17])[CH2:15][CH2:14][CH2:13]1.C([O-])([O-])=O.[K+].[K+], predict the reaction product. The product is: [CH:12]1([C@@H:16]([NH:18][CH2:2][C:3]2[CH:8]=[CH:7][C:6]([C:9]#[CH:10])=[CH:5][CH:4]=2)[CH3:17])[CH2:15][CH2:14][CH2:13]1. (4) Given the reactants [Cl:1][C:2]1[CH:7]=[C:6]([O:8][CH3:9])[CH:5]=[CH:4][C:3]=1[OH:10].C([O-])([O-])=O.[K+].[K+].Br[C:18]1[S:19][CH:20]=[CH:21][N:22]=1.O, predict the reaction product. The product is: [Cl:1][C:2]1[CH:7]=[C:6]([O:8][CH3:9])[CH:5]=[CH:4][C:3]=1[O:10][C:18]1[S:19][CH:20]=[CH:21][N:22]=1. (5) Given the reactants Cl[CH2:2][CH2:3][CH2:4][NH:5][C:6]([C:8]1[C:9]([C:14]2[CH:19]=[CH:18][CH:17]=[CH:16][CH:15]=2)=[N:10][O:11][C:12]=1[CH3:13])=[O:7].[F:20][C:21]([F:37])([F:36])[CH2:22][O:23][C:24]1[CH:29]=[CH:28][CH:27]=[CH:26][C:25]=1[N:30]1[CH2:35][CH2:34][NH:33][CH2:32][CH2:31]1.O[C:39]1C=CC(Cl)=CC=1N1CCNCC1, predict the reaction product. The product is: [CH2:13]([C:12]1[O:11][N:10]=[C:9]([C:14]2[CH:19]=[CH:18][CH:17]=[CH:16][CH:15]=2)[C:8]=1[C:6]([NH:5][CH2:4][CH2:3][CH2:2][N:33]1[CH2:34][CH2:35][N:30]([C:25]2[CH:26]=[CH:27][CH:28]=[CH:29][C:24]=2[O:23][CH2:22][C:21]([F:20])([F:36])[F:37])[CH2:31][CH2:32]1)=[O:7])[CH3:39].